This data is from Drug-target binding data from BindingDB using Ki measurements. The task is: Regression. Given a target protein amino acid sequence and a drug SMILES string, predict the binding affinity score between them. We predict pKi (pKi = -log10(Ki in M); higher means stronger inhibition). Dataset: bindingdb_ki. (1) The compound is OC[C@H]1OC(O)[C@H](O)[C@@H](O)[C@H]1O. The target protein sequence is LRNATQRMFEIDYSRDSFLKDGQPFRYTSGSIHYSRVPRFYWKDRLLKMKMAGLNAIQTYVPWNFHEPWPGQYQFSEDHDVEYFLRLAHELGLLVILRPGPYICAEWEMGGLPAWLLEKESILLRSSDPDYLAAVDKWLGVLLPKMKPLLYQNGGPVITVQVENEYGSYFACDFDYLRFLQKRFRHHLGDDVVLFTTDGAHKTFLKCGALQGLYTTVDFGTGSNITDAFLSQRKCEPKGPLINSEFYTGWLDHWGQPHSTIKTEAVASSLYDILARGASVNLYMFIGGTNFAYWNGANSPYAAQPTSYDYDAPLSEAGDLTEKYFALRNIIQKFEKVPEGPIPPSTPKFAYGKVTLEKLKTVGAALDILCPSGPIKSLYPLTFIQVKQHYGFVLYRTTLPQDCSNPAPLSSPLNGVHDRAYVAVDGIPQGVLERNNVITLNITGKAGATLDLLVENMGRVNYGAYINDFKGLVSNLTLSSNILTDWTIFPLDTEDAVRSH.... The pKi is 2.3. (2) The small molecule is NC(=O)C1CCCN1C(=O)C(Cc1cnc[nH]1)NC(=O)C1CCC(=O)C1. The target protein sequence is MDNVTFAELNATELQKREWHGLEYQVVTVFLVVVICGLGIVGNVMVVLVVLQTKHMRTPTNCYLVSLAIADLIVLVAAGLPNITESVYGSWVYGYIGCLCITYLQYLGINASSCSITAFTVERYLAICHPIKAQFLCTISRAKKIIVFVWAFTSLYCLMWFFLLDLNTTIYKDATVVNCGYRVPRSYYSPIYLIDFGIFYAVPMTLATVLYGLIARILFLNPIPSDPKENSKIRKNDATHQTKAFNSKMSSRCSNNTIASRRQVTKMLAVVVLLFAFLWMPYRTLVVVNSFLSRPYLQTWFVLFCRICIYLNSAINPVIYNLMSQKFRAAFQKLCKCKKKRSEKPTNYGLALNYSVIKESSNGGSPDHFSTELEDITVTDNYLSTSKMSFDDTCLPT. The pKi is 5.5. (3) The small molecule is COc1cc2c(cc1N)n(C)c(=O)n2C. The target protein (P04271) has sequence MSELEKAMVALIDVFHQYSGREGDKHKLKKSELKELINNELSHFLEEIKEQEVVDKVMETLDNDGDGECDFQEFMAFVAMVTTACHEFFEHE. The pKi is 5.4.